From a dataset of Full USPTO retrosynthesis dataset with 1.9M reactions from patents (1976-2016). Predict the reactants needed to synthesize the given product. Given the product [CH2:1]([O:3][C:4]([C:6]1[N:7]([C:24]2[CH:25]=[CH:26][C:21]([O:20][CH:17]([CH3:19])[CH3:18])=[CH:22][CH:23]=2)[C:8]2[C:13]([C:14]=1[I:15])=[CH:12][C:11]([Br:16])=[CH:10][CH:9]=2)=[O:5])[CH3:2], predict the reactants needed to synthesize it. The reactants are: [CH2:1]([O:3][C:4]([C:6]1[NH:7][C:8]2[C:13]([C:14]=1[I:15])=[CH:12][C:11]([Br:16])=[CH:10][CH:9]=2)=[O:5])[CH3:2].[CH:17]([O:20][C:21]1[CH:26]=[CH:25][C:24](B(O)O)=[CH:23][CH:22]=1)([CH3:19])[CH3:18].